Dataset: Catalyst prediction with 721,799 reactions and 888 catalyst types from USPTO. Task: Predict which catalyst facilitates the given reaction. (1) Reactant: Cl[C:2]1[CH:7]=[CH:6][C:5]2=[N:8][C:9]([C:11]3[CH:12]=[CH:13][C:14]([CH3:24])=[C:15]([NH:17][C:18](=[O:23])[C:19]([CH3:22])([CH3:21])[CH3:20])[CH:16]=3)=[CH:10][N:4]2[N:3]=1.[B:25]1(B2OC(C)(C)C(C)(C)O2)[O:29]C(C)(C)C(C)(C)[O:26]1.C([O-])(=O)C.[K+]. Product: [CH3:24][C:14]1[CH:13]=[CH:12][C:11]([C:9]2[N:8]=[C:5]3[CH:6]=[CH:7][C:2]([B:25]([OH:29])[OH:26])=[N:3][N:4]3[CH:10]=2)=[CH:16][C:15]=1[NH:17][C:18](=[O:23])[C:19]([CH3:22])([CH3:21])[CH3:20]. The catalyst class is: 75. (2) Reactant: I[C:2]1[N:6]=[CH:5][N:4]([C:7]([C:20]2[CH:25]=[CH:24][CH:23]=[CH:22][CH:21]=2)([C:14]2[CH:19]=[CH:18][CH:17]=[CH:16][CH:15]=2)[C:8]2[CH:13]=[CH:12][CH:11]=[CH:10][CH:9]=2)[N:3]=1.C(N(CC)CC)C.[C:33]([Si:35]([CH3:38])([CH3:37])[CH3:36])#[CH:34].O. Product: [CH3:36][Si:35]([CH3:38])([CH3:37])[C:33]#[C:34][C:2]1[N:6]=[CH:5][N:4]([C:7]([C:20]2[CH:25]=[CH:24][CH:23]=[CH:22][CH:21]=2)([C:14]2[CH:19]=[CH:18][CH:17]=[CH:16][CH:15]=2)[C:8]2[CH:13]=[CH:12][CH:11]=[CH:10][CH:9]=2)[N:3]=1. The catalyst class is: 538.